This data is from Reaction yield outcomes from USPTO patents with 853,638 reactions. The task is: Predict the reaction yield, written as a fraction of the theoretical maximum amount of product (1.0 means a 100% yield; for example, 0.34 means a 34% yield). (1) The reactants are [O-]CC.[Na+].[C:5]([O:8][C:9](C)(C)[CH3:10])(=[O:7])[CH3:6].C(O[C:16]([C:18]1[CH:19]=[C:20]2[CH:26]=[CH:25][O:24][C:21]2=[CH:22][N:23]=1)=[O:17])C.C(O)(=O)C. The catalyst is C1(C)C=CC=CC=1.O. The product is [O:17]=[C:16]([C:18]1[CH:19]=[C:20]2[CH:26]=[CH:25][O:24][C:21]2=[CH:22][N:23]=1)[CH2:6][C:5]([O:8][CH2:9][CH3:10])=[O:7]. The yield is 0.800. (2) The reactants are Br[C:2]1[CH:7]=[CH:6][CH:5]=[CH:4][C:3]=1[C:8]([CH3:11])([CH3:10])[CH3:9].C([Li])CCC.[CH2:17]=[O:18]. The catalyst is C1COCC1. The product is [C:8]([C:3]1[CH:4]=[CH:5][CH:6]=[CH:7][C:2]=1[CH2:17][OH:18])([CH3:11])([CH3:10])[CH3:9]. The yield is 0.750. (3) The reactants are [OH:1][CH2:2][C@H:3]1[C@@H:7]([OH:8])[CH:6]=[CH:5][CH2:4]1.ClC1C=CC=C(C(OO)=[O:17])C=1. The catalyst is C(Cl)Cl. The product is [OH:1][CH2:2][C@@H:3]1[CH2:4][C@H:5]2[C@H:6]([O:17]2)[C@@H:7]1[OH:8]. The yield is 0.760. (4) The reactants are [C:1]([NH:4][S:5]([C:8]1[CH:13]=[CH:12][CH:11]=[CH:10][C:9]=1[C:14]1[CH:19]=[CH:18][C:17]([CH2:20][N:21]2[C:25]([CH2:26][CH2:27][CH3:28])=[CH:24][C:23](C(O)=O)=[N:22]2)=[CH:16][CH:15]=1)(=[O:7])=[O:6])(=[O:3])[CH3:2].CN([C:35]([O:39]N1N=NC2C=CC=NC1=2)=[N+](C)C)C.F[P-](F)(F)(F)(F)F.CCN(C(C)C)C(C)C.CN(C=O)C.[NH2:70][C@H:71]([CH2:77][C:78]1[CH:83]=[CH:82][CH:81]=[CH:80][CH:79]=1)[C@@H:72]([OH:76])[C:73]([OH:75])=[O:74]. No catalyst specified. The product is [C:1]([NH:4][S:5]([C:8]1[CH:13]=[CH:12][CH:11]=[CH:10][C:9]=1[C:14]1[CH:19]=[CH:18][C:17]([CH2:20][N:21]2[C:25]([CH2:26][CH2:27][CH3:28])=[CH:24][C:23]([C:35]([NH:70][C@H:71]([CH2:77][C:78]3[CH:83]=[CH:82][CH:81]=[CH:80][CH:79]=3)[C@@H:72]([OH:76])[C:73]([OH:75])=[O:74])=[O:39])=[N:22]2)=[CH:16][CH:15]=1)(=[O:6])=[O:7])(=[O:3])[CH3:2]. The yield is 0.970. (5) The reactants are Br[C:2]1[C:3](=[O:9])[CH2:4][CH2:5][C:6]=1[O:7][CH3:8].[C:10]([C:14]1[CH:19]=[CH:18][C:17](B(O)O)=[CH:16][CH:15]=1)([CH3:13])([CH3:12])[CH3:11].ClCCl.C([O-])([O-])=O.[K+].[K+]. The catalyst is O1CCOCC1.O.C(OCC)(=O)C.C1C=CC(P(C2C=CC=CC=2)[C-]2C=CC=C2)=CC=1.C1C=CC(P(C2C=CC=CC=2)[C-]2C=CC=C2)=CC=1.Cl[Pd]Cl.[Fe+2]. The product is [C:10]([C:14]1[CH:19]=[CH:18][C:17]([C:2]2[C:3](=[O:9])[CH2:4][CH2:5][C:6]=2[O:7][CH3:8])=[CH:16][CH:15]=1)([CH3:13])([CH3:12])[CH3:11]. The yield is 0.790.